This data is from CYP2C9 inhibition data for predicting drug metabolism from PubChem BioAssay. The task is: Regression/Classification. Given a drug SMILES string, predict its absorption, distribution, metabolism, or excretion properties. Task type varies by dataset: regression for continuous measurements (e.g., permeability, clearance, half-life) or binary classification for categorical outcomes (e.g., BBB penetration, CYP inhibition). Dataset: cyp2c9_veith. (1) The result is 0 (non-inhibitor). The compound is O=C(O)c1nn(-c2ccccc2-c2n[nH]c(=O)[nH]c2=O)c(=O)[nH]c1=O. (2) The drug is O=C(NC[C@@H]1CCCCN1)c1cc(OCC(F)(F)F)ccc1OCC(F)(F)F. The result is 0 (non-inhibitor).